From a dataset of Forward reaction prediction with 1.9M reactions from USPTO patents (1976-2016). Predict the product of the given reaction. Given the reactants [CH3:1][O:2][C:3]1[CH:4]=[C:5]([C:13]2[CH:18]=[CH:17][C:16]([N:19]([CH2:43][CH3:44])[CH2:20][CH2:21][N:22]([C:25]3[CH:26]=[CH:27][C:28]([C:31]4[CH:36]=[C:35]([O:37][CH3:38])[C:34]([O:39][CH3:40])=[C:33]([O:41][CH3:42])[CH:32]=4)=[N:29][CH:30]=3)[CH2:23][CH3:24])=[CH:15][N:14]=2)[CH:6]=[C:7]([O:11][CH3:12])[C:8]=1[O:9][CH3:10].[CH3:45][S:46]([OH:49])(=[O:48])=[O:47], predict the reaction product. The product is: [CH3:45][S:46]([OH:49])(=[O:48])=[O:47].[CH3:45][S:46]([OH:49])(=[O:48])=[O:47].[CH3:12][O:11][C:7]1[CH:6]=[C:5]([C:13]2[CH:18]=[CH:17][C:16]([N:19]([CH2:43][CH3:44])[CH2:20][CH2:21][N:22]([C:25]3[CH:26]=[CH:27][C:28]([C:31]4[CH:32]=[C:33]([O:41][CH3:42])[C:34]([O:39][CH3:40])=[C:35]([O:37][CH3:38])[CH:36]=4)=[N:29][CH:30]=3)[CH2:23][CH3:24])=[CH:15][N:14]=2)[CH:4]=[C:3]([O:2][CH3:1])[C:8]=1[O:9][CH3:10].